Task: Predict the reactants needed to synthesize the given product.. Dataset: Full USPTO retrosynthesis dataset with 1.9M reactions from patents (1976-2016) Given the product [Br:1][C:2]1[C:7]2[N:8]=[CH:9][N:10]=[C:11]([Cl:20])[C:6]=2[CH:5]=[N:4][CH:3]=1, predict the reactants needed to synthesize it. The reactants are: [Br:1][C:2]1[C:7]2[N:8]=[CH:9][N:10]=[C:11](O)[C:6]=2[CH:5]=[N:4][CH:3]=1.CN(C=O)C.S(Cl)([Cl:20])=O.